This data is from Forward reaction prediction with 1.9M reactions from USPTO patents (1976-2016). The task is: Predict the product of the given reaction. (1) Given the reactants Cl[C:2]1[N:7]=[C:6]([NH2:8])[CH:5]=[C:4]([C:9]([F:12])([F:11])[F:10])[CH:3]=1.C(N([CH2:18][CH3:19])CC)C.[C:20](#N)[CH3:21], predict the reaction product. The product is: [C:21]1([C:18]#[C:19][C:2]2[N:7]=[C:6]([NH2:8])[CH:5]=[C:4]([C:9]([F:12])([F:11])[F:10])[CH:3]=2)[CH:20]=[CH:5][CH:4]=[CH:3][CH:2]=1. (2) Given the reactants Br[C:2]1[S:6][C:5]([N:7]2[CH2:11][C@:10]3([CH:16]4[CH2:17][CH2:18][N:13]([CH2:14][CH2:15]4)[CH2:12]3)[O:9][C:8]2=[O:19])=[CH:4][CH:3]=1.C([Sn](CCCC)(CCCC)[C:25]1[N:26]=[CH:27][S:28][CH:29]=1)CCC, predict the reaction product. The product is: [S:28]1[CH:29]=[C:25]([C:2]2[S:6][C:5]([N:7]3[CH2:11][C@:10]4([CH:16]5[CH2:17][CH2:18][N:13]([CH2:14][CH2:15]5)[CH2:12]4)[O:9][C:8]3=[O:19])=[CH:4][CH:3]=2)[N:26]=[CH:27]1. (3) Given the reactants [H-].[Na+].[CH3:3][C:4]12[C:16]3[C:8](=[CH:9][C:10]([NH:17][C:18]4[N:23]=[CH:22][C:21]([C:24]([O:26]CC)=[O:25])=[CH:20][N:19]=4)=[CH:11][C:12]=3[CH2:13][CH2:14][CH2:15]1)[CH2:7][CH2:6][CH2:5]2.Br[CH2:30][CH:31]1[CH2:33][CH2:32]1.[Cl-].[NH4+], predict the reaction product. The product is: [CH:31]1([CH2:30][N:17]([C:10]2[CH:9]=[C:8]3[C:16]4[C:4]([CH3:3])([CH2:5][CH2:6][CH2:7]3)[CH2:15][CH2:14][CH2:13][C:12]=4[CH:11]=2)[C:18]2[N:19]=[CH:20][C:21]([C:24]([OH:26])=[O:25])=[CH:22][N:23]=2)[CH2:33][CH2:32]1. (4) Given the reactants [CH2:1]([O:5][C:6]([C:8]1[N:9]=[C:10](Br)[C:11]2[C:16]([C:17]=1[OH:18])=[CH:15][C:14]([O:19][CH3:20])=[CH:13][CH:12]=2)=[O:7])[CH2:2][CH2:3][CH3:4].[Cu][C:23]#[N:24], predict the reaction product. The product is: [CH2:1]([O:5][C:6]([C:8]1[N:9]=[C:10]([C:23]#[N:24])[C:11]2[C:16]([C:17]=1[OH:18])=[CH:15][C:14]([O:19][CH3:20])=[CH:13][CH:12]=2)=[O:7])[CH2:2][CH2:3][CH3:4]. (5) Given the reactants [NH2:1][C:2]1[C:7]([C:8]([O:10][CH3:11])=[O:9])=[CH:6][C:5]([Cl:12])=[C:4]([NH2:13])[N:3]=1.Br[CH2:15][C:16](=O)[CH:17]([CH3:19])[CH3:18], predict the reaction product. The product is: [NH2:13][C:4]1[N:3]2[CH:15]=[C:16]([CH:17]([CH3:19])[CH3:18])[N:1]=[C:2]2[C:7]([C:8]([O:10][CH3:11])=[O:9])=[CH:6][C:5]=1[Cl:12]. (6) Given the reactants Cl[C:2]1[N:7]=[C:6]([C:8]2[N:13]=[C:12]([NH:14][C@@H:15]([CH:17]3[CH2:19][CH2:18]3)[CH3:16])[N:11]=[C:10]([NH:20][C@@H:21]([CH:23]3[CH2:25][CH2:24]3)[CH3:22])[N:9]=2)[CH:5]=[CH:4][CH:3]=1.[CH3:26][O:27][C:28]1[CH:33]=[CH:32][C:31]([CH2:34][NH2:35])=[CH:30][CH:29]=1.C1C=CC(P(C2C(C3C(P(C4C=CC=CC=4)C4C=CC=CC=4)=CC=C4C=3C=CC=C4)=C3C(C=CC=C3)=CC=2)C2C=CC=CC=2)=CC=1.C(O[Na])(C)(C)C, predict the reaction product. The product is: [CH:23]1([C@H:21]([NH:20][C:10]2[N:11]=[C:12]([NH:14][C@@H:15]([CH:17]3[CH2:19][CH2:18]3)[CH3:16])[N:13]=[C:8]([C:6]3[CH:5]=[CH:4][CH:3]=[C:2]([NH:35][CH2:34][C:31]4[CH:32]=[CH:33][C:28]([O:27][CH3:26])=[CH:29][CH:30]=4)[N:7]=3)[N:9]=2)[CH3:22])[CH2:25][CH2:24]1. (7) The product is: [Br:28][C:26]1[CH:25]=[CH:24][C:23]([Cl:29])=[C:22]([CH2:21][C:17]2[S:18][C:19]([CH2:30][CH3:31])=[CH:20][CH:15]=2)[CH:27]=1. Given the reactants BrC1C=CC(Cl)=C(C2C=C(CC)SC=2[C:15]([C:17]2[S:18][C:19]([CH2:30][CH3:31])=[CH:20][C:21]=2[C:22]2[CH:27]=[C:26]([Br:28])[CH:25]=[CH:24][C:23]=2[Cl:29])=O)C=1.C([SiH](CC)CC)C.B(F)(F)F.C(=O)([O-])O.[Na+], predict the reaction product.